This data is from Forward reaction prediction with 1.9M reactions from USPTO patents (1976-2016). The task is: Predict the product of the given reaction. (1) Given the reactants NC1[CH:3]=[CH:4][C:5]([Cl:11])=[C:6]([CH:10]=1)[C:7]([OH:9])=O.C[N:13]([CH:15]=[O:16])[CH3:14].ClC(O[CH2:21][CH:22]([CH3:24])[CH3:23])=O.[BH4-].[Na+].C1C[O:30]CC1, predict the reaction product. The product is: [Cl:11][C:5]1[CH:4]=[CH:3][C:14]([NH:13][C:15]([O:16][C:22]([CH3:24])([CH3:23])[CH3:21])=[O:30])=[CH:10][C:6]=1[CH2:7][OH:9]. (2) The product is: [CH2:27]([O:26][C:24](=[O:25])[CH2:23][O:22][C:19]1[CH:20]=[CH:21][C:16]([C:13]2[CH:14]=[CH:15][C:10]([O:9][CH2:1][C:2]3[CH:7]=[CH:6][CH:5]=[CH:4][CH:3]=3)=[CH:11][CH:12]=2)=[CH:17][CH:18]=1)[CH3:28]. Given the reactants [CH2:1](Br)[C:2]1[CH:7]=[CH:6][CH:5]=[CH:4][CH:3]=1.[OH:9][C:10]1[CH:15]=[CH:14][C:13]([C:16]2[CH:21]=[CH:20][C:19]([O:22][CH2:23][C:24]([O:26][CH2:27][CH3:28])=[O:25])=[CH:18][CH:17]=2)=[CH:12][CH:11]=1.C(=O)([O-])[O-].[K+].[K+], predict the reaction product. (3) Given the reactants [OH:1][C@H:2]1[CH2:7][CH2:6][C@H:5]([C:8]2[CH:9]=[CH:10][C:11]([NH:19][C:20]3[C:25]([C:26]([F:29])([F:28])[F:27])=[CH:24][N:23]=[C:22]([NH:30][C:31]4[CH:45]=[CH:44][C:34]([CH2:35][P:36](=[O:43])([O:40][CH2:41][CH3:42])[O:37][CH2:38][CH3:39])=[CH:33][C:32]=4[O:46][CH3:47])[N:21]=3)=[C:12]3[C:16]=2[CH2:15][N:14]([CH3:17])[C:13]3=[O:18])[CH2:4][CH2:3]1.C(N(CC)CC)C.[CH3:55][S:56](Cl)(=[O:58])=[O:57], predict the reaction product. The product is: [CH3:55][S:56]([O:1][C@H:2]1[CH2:7][CH2:6][C@H:5]([C:8]2[CH:9]=[CH:10][C:11]([NH:19][C:20]3[C:25]([C:26]([F:29])([F:28])[F:27])=[CH:24][N:23]=[C:22]([NH:30][C:31]4[CH:45]=[CH:44][C:34]([CH2:35][P:36]([O:37][CH2:38][CH3:39])([O:40][CH2:41][CH3:42])=[O:43])=[CH:33][C:32]=4[O:46][CH3:47])[N:21]=3)=[C:12]3[C:16]=2[CH2:15][N:14]([CH3:17])[C:13]3=[O:18])[CH2:4][CH2:3]1)(=[O:58])=[O:57]. (4) Given the reactants [C:1]([O:5][C:6](=[O:20])[NH:7][C:8]1[CH:13]=[CH:12][C:11]([O:14][CH2:15][CH2:16][CH2:17][CH2:18][Br:19])=[CH:10][CH:9]=1)([CH3:4])([CH3:3])[CH3:2].[CH3:21][NH:22][CH3:23], predict the reaction product. The product is: [BrH:19].[C:1]([O:5][C:6](=[O:20])[NH:7][C:8]1[CH:13]=[CH:12][C:11]([O:14][CH2:15][CH2:16][CH2:17][CH2:18][N:22]([CH3:23])[CH3:21])=[CH:10][CH:9]=1)([CH3:4])([CH3:3])[CH3:2]. (5) Given the reactants O1CCCC1.[S:6]([CH2:9][CH2:10][CH2:11][CH2:12][CH2:13][CH2:14][O:15][C:16]1[CH:21]=[C:20]([S:22][CH2:23][C:24]([F:27])([F:26])[F:25])[C:19]([CH3:28])=[CH:18][C:17]=1[CH3:29])C#N.[F:30][C:31]([Si](C)(C)C)([F:33])[F:32].[F-].C([N+](CCCC)(CCCC)CCCC)CCC, predict the reaction product. The product is: [F:30][C:31]([F:33])([F:32])[S:6][CH2:9][CH2:10][CH2:11][CH2:12][CH2:13][CH2:14][O:15][C:16]1[CH:21]=[C:20]([S:22][CH2:23][C:24]([F:27])([F:25])[F:26])[C:19]([CH3:28])=[CH:18][C:17]=1[CH3:29]. (6) The product is: [CH3:1][O:2][C:3]1[CH:11]=[C:10]2[C:6]([CH:7]=[CH:8][N:9]2[S:34]([C:29]2[CH:30]=[CH:31][CH:32]=[CH:33][C:28]=2[CH3:27])(=[O:36])=[O:35])=[C:5]2[CH:12]([CH3:24])[N:13]([C:17]([O:19][C:20]([CH3:23])([CH3:22])[CH3:21])=[O:18])[CH2:14][CH2:15][O:16][C:4]=12. Given the reactants [CH3:1][O:2][C:3]1[CH:11]=[C:10]2[C:6]([CH:7]=[CH:8][NH:9]2)=[C:5]2[CH:12]([CH3:24])[N:13]([C:17]([O:19][C:20]([CH3:23])([CH3:22])[CH3:21])=[O:18])[CH2:14][CH2:15][O:16][C:4]=12.[H-].[Na+].[CH3:27][C:28]1[CH:33]=[CH:32][CH:31]=[CH:30][C:29]=1[S:34](Cl)(=[O:36])=[O:35], predict the reaction product.